The task is: Predict which catalyst facilitates the given reaction.. This data is from Catalyst prediction with 721,799 reactions and 888 catalyst types from USPTO. (1) Reactant: [Cl:1][C:2]1[CH:3]=[C:4]([NH:8][C:9]2[NH:14][C:13](=O)[CH:12]=[CH:11][N:10]=2)[CH:5]=[CH:6][CH:7]=1.CN(C)C1C=CC=CC=1.P(Cl)(Cl)([Cl:27])=O.[OH-].[Na+]. Product: [Cl:27][C:13]1[CH:12]=[CH:11][N:10]=[C:9]([NH:8][C:4]2[CH:5]=[CH:6][CH:7]=[C:2]([Cl:1])[CH:3]=2)[N:14]=1. The catalyst class is: 11. (2) Reactant: [C:1]([C:5]1[O:9][N:8]=[C:7]([NH:10][C:11]([CH:13]2[CH2:18][O:17][CH2:16][CH2:15][NH:14]2)=[O:12])[CH:6]=1)([CH3:4])([CH3:3])[CH3:2].Cl.[F:20][C:21]1([F:30])[CH2:26][CH2:25][CH:24]([C:27](O)=[O:28])[CH2:23][CH2:22]1.C(N(CC)C(C)C)(C)C.P(Cl)(Cl)(Cl)=O. Product: [C:1]([C:5]1[O:9][N:8]=[C:7]([NH:10][C:11]([CH:13]2[CH2:18][O:17][CH2:16][CH2:15][N:14]2[C:27]([CH:24]2[CH2:25][CH2:26][C:21]([F:30])([F:20])[CH2:22][CH2:23]2)=[O:28])=[O:12])[CH:6]=1)([CH3:4])([CH3:2])[CH3:3]. The catalyst class is: 10. (3) Reactant: [CH3:1][C:2]1[CH:3]=[C:4]([CH:16]=[CH:17][C:18]=1[N+:19]([O-:21])=[O:20])[CH2:5][N:6]1[C:10](O)=[CH:9][C:8]([C:12]([F:15])([F:14])[F:13])=[N:7]1.COC1C=CC(P2(=S)SP(=S)(C3C=CC(OC)=CC=3)[S:31]2)=CC=1. Product: [CH3:1][C:2]1[CH:3]=[C:4]([CH:16]=[CH:17][C:18]=1[N+:19]([O-:21])=[O:20])[CH2:5][N:6]1[C:10]([SH:31])=[CH:9][C:8]([C:12]([F:15])([F:14])[F:13])=[N:7]1. The catalyst class is: 11. (4) Reactant: [NH2:1][C:2]1[CH:25]=[CH:24][C:23]([N:26]2[CH2:31][CH2:30][CH2:29][CH2:28][CH2:27]2)=[CH:22][C:3]=1[C:4]([NH:6][C:7]1[NH:8][N:9]=[C:10]([C:12]2[CH:17]=[CH:16][CH:15]=[C:14]([C:18]([F:21])([F:20])[F:19])[CH:13]=2)[N:11]=1)=[O:5].N1C=CC=CC=1.[CH3:38][N:39]([CH2:51][CH2:52][N:53]1[CH2:58][CH2:57][O:56][CH2:55][CH2:54]1)[C:40]([C:42]1[CH:43]=[C:44]([CH:48]=[CH:49][CH:50]=1)[C:45](Cl)=[O:46])=[O:41]. Product: [CH3:38][N:39]([CH2:51][CH2:52][N:53]1[CH2:58][CH2:57][O:56][CH2:55][CH2:54]1)[C:40](=[O:41])[C:42]1[CH:50]=[CH:49][CH:48]=[C:44]([C:45]([NH:1][C:2]2[CH:25]=[CH:24][C:23]([N:26]3[CH2:31][CH2:30][CH2:29][CH2:28][CH2:27]3)=[CH:22][C:3]=2[C:4](=[O:5])[NH:6][C:7]2[NH:8][N:9]=[C:10]([C:12]3[CH:17]=[CH:16][CH:15]=[C:14]([C:18]([F:21])([F:19])[F:20])[CH:13]=3)[N:11]=2)=[O:46])[CH:43]=1. The catalyst class is: 96. (5) Reactant: [F:1][C:2]1[CH:9]=[CH:8][C:5]([C:6]#[N:7])=[CH:4][C:3]=1[CH:10]=[O:11].[CH2:12]([Mg]Br)[CH2:13][C:14]1[CH:19]=[CH:18][CH:17]=[CH:16][CH:15]=1.O. Product: [F:1][C:2]1[CH:9]=[CH:8][C:5]([C:6]#[N:7])=[CH:4][C:3]=1[CH:10]([OH:11])[CH2:12][CH2:13][C:14]1[CH:19]=[CH:18][CH:17]=[CH:16][CH:15]=1. The catalyst class is: 7. (6) Reactant: [Cl:1][C:2]1[N:10]=[C:9]2[C:5]([N:6]=[CH:7][N:8]2[CH:11]([CH3:13])[CH3:12])=[C:4](Cl)[N:3]=1.[F:15][C:16]([F:26])([F:25])[C:17]1[CH:18]=[C:19]([CH:22]=[CH:23][CH:24]=1)[CH2:20][NH2:21].CCN(CC)CC. Product: [Cl:1][C:2]1[N:10]=[C:9]2[C:5]([N:6]=[CH:7][N:8]2[CH:11]([CH3:13])[CH3:12])=[C:4]([NH:21][CH2:20][C:19]2[CH:22]=[CH:23][CH:24]=[C:17]([C:16]([F:15])([F:25])[F:26])[CH:18]=2)[N:3]=1. The catalyst class is: 114. (7) Reactant: [Cl:1][C:2]1[C:3]([NH:26][C:27]2[CH:36]=[CH:35][CH:34]=[CH:33][C:28]=2[C:29]([NH:31][CH3:32])=[O:30])=[N:4][C:5]([NH:8][C:9]2[CH:25]=[CH:24][C:12]3[CH2:13][CH2:14][N:15](C(=O)C(F)(F)F)[CH2:16][CH2:17][C:11]=3[CH:10]=2)=[N:6][CH:7]=1.C(=O)([O-])[O-].[K+].[K+]. Product: [Cl:1][C:2]1[C:3]([NH:26][C:27]2[CH:36]=[CH:35][CH:34]=[CH:33][C:28]=2[C:29]([NH:31][CH3:32])=[O:30])=[N:4][C:5]([NH:8][C:9]2[CH:25]=[CH:24][C:12]3[CH2:13][CH2:14][NH:15][CH2:16][CH2:17][C:11]=3[CH:10]=2)=[N:6][CH:7]=1. The catalyst class is: 5. (8) Reactant: [CH3:1][C:2]1([CH3:24])[O:7][C:6]2[CH:8]=[C:9]([NH:12]C(=O)OCC3C=CC=CC=3)[CH:10]=[CH:11][C:5]=2[C:4](=[O:23])[O:3]1. Product: [NH2:12][C:9]1[CH:10]=[CH:11][C:5]2[C:4](=[O:23])[O:3][C:2]([CH3:1])([CH3:24])[O:7][C:6]=2[CH:8]=1. The catalyst class is: 19. (9) Reactant: [CH2:1]1[C:13]2[NH:12][C:11]3[C:6](=[CH:7][CH:8]=[CH:9][CH:10]=3)[C:5]=2[CH2:4][CH2:3][NH:2]1.[C:14](O[C:14]([O:16][C:17]([CH3:20])([CH3:19])[CH3:18])=[O:15])([O:16][C:17]([CH3:20])([CH3:19])[CH3:18])=[O:15].CCOC(C)=O. Product: [CH2:1]1[C:13]2[NH:12][C:11]3[C:6](=[CH:7][CH:8]=[CH:9][CH:10]=3)[C:5]=2[CH2:4][CH2:3][N:2]1[C:14]([O:16][C:17]([CH3:20])([CH3:19])[CH3:18])=[O:15]. The catalyst class is: 464. (10) Reactant: [C:1]([O:5][C:6]([N:8]1[CH2:13][CH2:12][CH2:11][C@H:10]([C:14](=[NH:17])[NH:15][OH:16])[CH2:9]1)=[O:7])([CH3:4])([CH3:3])[CH3:2].[NH:18]1[CH:22]=[CH:21][CH:20]=[C:19]1[C:23](O)=O.C1C=CC2N(O)N=NC=2C=1.CCN=C=NCCCN(C)C.Cl.C(N(CC)CC)C. Product: [C:1]([O:5][C:6]([N:8]1[CH2:13][CH2:12][CH2:11][C@H:10]([C:14]2[N:17]=[C:23]([C:19]3[NH:18][CH:22]=[CH:21][CH:20]=3)[O:16][N:15]=2)[CH2:9]1)=[O:7])([CH3:4])([CH3:2])[CH3:3]. The catalyst class is: 12.